From a dataset of Full USPTO retrosynthesis dataset with 1.9M reactions from patents (1976-2016). Predict the reactants needed to synthesize the given product. (1) Given the product [F:34][C:32]1[CH:31]=[CH:30][CH:29]=[C:28]2[C:33]=1[N:25]([C:22]1[N:21]=[C:20]([CH:17]3[CH2:18][CH2:19][N:14]([CH:11]4[CH2:10][CH2:9][N:8]([C:6](=[O:7])[CH2:5][OH:4])[CH2:13][CH2:12]4)[CH2:15][CH2:16]3)[O:24][N:23]=1)[N:26]=[C:27]2[C:35]([OH:38])([CH3:36])[CH3:37], predict the reactants needed to synthesize it. The reactants are: C([O:4][CH2:5][C:6]([N:8]1[CH2:13][CH2:12][CH:11]([N:14]2[CH2:19][CH2:18][CH:17]([C:20]3[O:24][N:23]=[C:22]([N:25]4[C:33]5[C:28](=[CH:29][CH:30]=[CH:31][C:32]=5[F:34])[C:27]([C:35]([OH:38])([CH3:37])[CH3:36])=[N:26]4)[N:21]=3)[CH2:16][CH2:15]2)[CH2:10][CH2:9]1)=[O:7])(=O)C.CN. (2) Given the product [C:28]([NH:1][CH2:2][CH2:3][CH:4]1[CH2:9][CH2:8][N:7]([C:10]2[C:11]3[O:18][C:17]([C:19]([NH2:21])=[O:20])=[CH:16][C:12]=3[N:13]=[CH:14][N:15]=2)[CH2:6][CH2:5]1)(=[O:33])[C:29]([CH3:32])([CH3:31])[CH3:30], predict the reactants needed to synthesize it. The reactants are: [NH2:1][CH2:2][CH2:3][CH:4]1[CH2:9][CH2:8][N:7]([C:10]2[C:11]3[O:18][C:17]([C:19]([NH2:21])=[O:20])=[CH:16][C:12]=3[N:13]=[CH:14][N:15]=2)[CH2:6][CH2:5]1.N1C=CC=CC=1.[C:28](Cl)(=[O:33])[C:29]([CH3:32])([CH3:31])[CH3:30]. (3) Given the product [CH2:21]([N:13]1[C:14]2[C:19](=[CH:18][CH:17]=[C:16]([Cl:20])[CH:15]=2)[C:11]([S:10][C:6]2[CH:5]=[C:4]([CH2:3][OH:2])[CH:9]=[CH:8][CH:7]=2)=[C:12]1[CH3:28])[C:22]1[CH:27]=[CH:26][CH:25]=[CH:24][CH:23]=1, predict the reactants needed to synthesize it. The reactants are: C[O:2][C:3](=O)[C:4]1[CH:9]=[CH:8][CH:7]=[C:6]([S:10][C:11]2[C:19]3[C:14](=[CH:15][C:16]([Cl:20])=[CH:17][CH:18]=3)[N:13]([CH2:21][C:22]3[CH:27]=[CH:26][CH:25]=[CH:24][CH:23]=3)[C:12]=2[CH3:28])[CH:5]=1.[H-].C([Al+]CC(C)C)C(C)C.